Predict the product of the given reaction. From a dataset of Forward reaction prediction with 1.9M reactions from USPTO patents (1976-2016). (1) Given the reactants [Br:1][C:2]1[CH:9]=[CH:8][C:5]([CH2:6]Br)=[CH:4][CH:3]=1.[C:10]([N:17]1[CH2:22][CH2:21][NH:20][CH2:19][CH2:18]1)([O:12][C:13]([CH3:16])([CH3:15])[CH3:14])=[O:11].C([O-])([O-])=O.[K+].[K+].O, predict the reaction product. The product is: [Br:1][C:2]1[CH:9]=[CH:8][C:5]([CH2:6][N:20]2[CH2:19][CH2:18][N:17]([C:10]([O:12][C:13]([CH3:16])([CH3:15])[CH3:14])=[O:11])[CH2:22][CH2:21]2)=[CH:4][CH:3]=1. (2) Given the reactants [CH2:1]([C:3]1[CH:8]=[CH:7][C:6]([O:9][CH3:10])=[CH:5][CH:4]=1)[CH3:2].[Cl-].[Al+3].[Cl-].[Cl-].[C:15](Cl)(=[O:22])[C:16]1[CH:21]=[CH:20][CH:19]=[CH:18][CH:17]=1, predict the reaction product. The product is: [CH2:1]([C:3]1[CH:4]=[CH:5][C:6]([O:9][CH3:10])=[C:7]([C:15]([C:16]2[CH:21]=[CH:20][CH:19]=[CH:18][CH:17]=2)=[O:22])[CH:8]=1)[CH3:2]. (3) Given the reactants Cl[C:2]1[N:11]2[CH:12]=[N:13][N:14]=[C:10]2[C:9]2[C:4](=[C:5]3[O:17][C:16]([F:19])([F:18])[O:15][C:6]3=[CH:7][CH:8]=2)[N:3]=1.[CH3:20][O:21][C:22]1[CH:29]=[C:28]([O:30][CH3:31])[CH:27]=[CH:26][C:23]=1[CH2:24][NH2:25].C(N(CC)C(C)C)(C)C, predict the reaction product. The product is: [CH3:20][O:21][C:22]1[CH:29]=[C:28]([O:30][CH3:31])[CH:27]=[CH:26][C:23]=1[CH2:24][NH:25][C:2]1[N:11]2[CH:12]=[N:13][N:14]=[C:10]2[C:9]2[C:4](=[C:5]3[O:17][C:16]([F:19])([F:18])[O:15][C:6]3=[CH:7][CH:8]=2)[N:3]=1. (4) Given the reactants [NH2:1][C:2]1[CH:10]=[CH:9][C:5]([C:6](O)=[O:7])=[CH:4][C:3]=1[N+:11]([O-:13])=[O:12].S(Cl)([Cl:16])=O, predict the reaction product. The product is: [NH2:1][C:2]1[CH:10]=[CH:9][C:5]([C:6]([Cl:16])=[O:7])=[CH:4][C:3]=1[N+:11]([O-:13])=[O:12].